Dataset: Forward reaction prediction with 1.9M reactions from USPTO patents (1976-2016). Task: Predict the product of the given reaction. Given the reactants Br[C:2]1[CH:3]=[C:4]([CH:8]=[C:9]2[CH2:14][CH2:13][N:12]([C:15]([O:17][C:18]([CH3:21])([CH3:20])[CH3:19])=[O:16])[CH2:11][CH2:10]2)[CH:5]=[CH:6][CH:7]=1.CN(C=O)C.C([O-])(=O)C.[K+].[B:32]1([B:32]2[O:36][C:35]([CH3:38])([CH3:37])[C:34]([CH3:40])([CH3:39])[O:33]2)[O:36][C:35]([CH3:38])([CH3:37])[C:34]([CH3:40])([CH3:39])[O:33]1, predict the reaction product. The product is: [CH3:39][C:34]1([CH3:40])[C:35]([CH3:38])([CH3:37])[O:36][B:32]([C:2]2[CH:3]=[C:4]([CH:8]=[C:9]3[CH2:14][CH2:13][N:12]([C:15]([O:17][C:18]([CH3:21])([CH3:20])[CH3:19])=[O:16])[CH2:11][CH2:10]3)[CH:5]=[CH:6][CH:7]=2)[O:33]1.